The task is: Predict which catalyst facilitates the given reaction.. This data is from Catalyst prediction with 721,799 reactions and 888 catalyst types from USPTO. (1) Reactant: C([NH:20][C@H:21]([C:25]([O:27][CH2:28][CH:29]([CH2:69][O:70][C:71](=[O:89])[CH2:72][CH2:73][CH2:74][CH2:75][CH2:76][CH2:77][CH2:78][CH2:79][CH2:80][CH2:81][CH2:82][CH2:83][CH2:84][CH2:85][CH2:86][CH2:87][CH3:88])[CH2:30][CH2:31][CH2:32][C:33]([O:35][CH:36]([CH2:53][O:54][C:55]1[CH:64]=[CH:63][CH:62]=[C:61]2[C:56]=1[C:57](=[O:68])[CH:58]=[C:59]([C:65]([OH:67])=[O:66])[O:60]2)[CH2:37][O:38][C:39]1[CH:48]=[CH:47][CH:46]=[C:45]2[C:40]=1[C:41](=[O:52])[CH:42]=[C:43]([C:49]([OH:51])=[O:50])[O:44]2)=[O:34])=[O:26])[CH:22]([CH3:24])[CH3:23])(C1C=CC=CC=1)(C1C=CC=CC=1)C1C=CC=CC=1.C(O)(=O)C. Product: [NH2:20][C@H:21]([C:25]([O:27][CH2:28][CH:29]([CH2:69][O:70][C:71](=[O:89])[CH2:72][CH2:73][CH2:74][CH2:75][CH2:76][CH2:77][CH2:78][CH2:79][CH2:80][CH2:81][CH2:82][CH2:83][CH2:84][CH2:85][CH2:86][CH2:87][CH3:88])[CH2:30][CH2:31][CH2:32][C:33]([O:35][CH:36]([CH2:37][O:38][C:39]1[CH:48]=[CH:47][CH:46]=[C:45]2[C:40]=1[C:41](=[O:52])[CH:42]=[C:43]([C:49]([OH:51])=[O:50])[O:44]2)[CH2:53][O:54][C:55]1[CH:64]=[CH:63][CH:62]=[C:61]2[C:56]=1[C:57](=[O:68])[CH:58]=[C:59]([C:65]([OH:67])=[O:66])[O:60]2)=[O:34])=[O:26])[CH:22]([CH3:24])[CH3:23]. The catalyst class is: 13. (2) Product: [F:27][C:24]([F:26])([F:25])[O:23][C:19]1[CH:18]=[C:17]([N:14]2[CH2:13][CH2:12][N:11]([C:8]3[CH:7]=[C:6]([C:5]4[N:4]=[N:3][N:2]([CH2:38][C:39]([OH:41])=[O:40])[N:1]=4)[O:10][N:9]=3)[CH2:16][CH2:15]2)[CH:22]=[CH:21][CH:20]=1. Reactant: [N:1]1[NH:2][N:3]=[N:4][C:5]=1[C:6]1[O:10][N:9]=[C:8]([N:11]2[CH2:16][CH2:15][N:14]([C:17]3[CH:22]=[CH:21][CH:20]=[C:19]([O:23][C:24]([F:27])([F:26])[F:25])[CH:18]=3)[CH2:13][CH2:12]2)[CH:7]=1.CCN(C(C)C)C(C)C.Br[CH2:38][C:39]([O:41]CC)=[O:40].Cl. The catalyst class is: 12. (3) Product: [Cl:18][CH2:17][CH2:16][CH2:15][N:12]1[C:13]2[C:9](=[CH:8][CH:7]=[CH:6][C:5]=2[O:4][CH3:3])[CH:10]=[CH:11]1. The catalyst class is: 16. Reactant: [OH-].[K+].[CH3:3][O:4][C:5]1[CH:6]=[CH:7][CH:8]=[C:9]2[C:13]=1[NH:12][CH:11]=[CH:10]2.Br[CH2:15][CH2:16][CH2:17][Cl:18]. (4) Reactant: I[C:2]1[CH:7]=[CH:6][C:5]([S:8]([CH3:11])(=[O:10])=[O:9])=[CH:4][C:3]=1[C:12]([N:14]1[CH2:19][CH2:18][N:17]([C:20]2[CH:25]=[CH:24][C:23]([C:26]([F:29])([F:28])[F:27])=[CH:22][CH:21]=2)[CH2:16][CH2:15]1)=[O:13].[NH:30]1[CH:34]=[CH:33][CH:32]=[N:31]1.C(=O)([O-])[O-].[K+].[K+].N[C@@H]1CCCC[C@H]1N. Product: [CH3:11][S:8]([C:5]1[CH:6]=[CH:7][C:2]([N:30]2[CH:34]=[CH:33][CH:32]=[N:31]2)=[C:3]([C:12]([N:14]2[CH2:19][CH2:18][N:17]([C:20]3[CH:25]=[CH:24][C:23]([C:26]([F:29])([F:28])[F:27])=[CH:22][CH:21]=3)[CH2:16][CH2:15]2)=[O:13])[CH:4]=1)(=[O:10])=[O:9]. The catalyst class is: 321. (5) Product: [CH2:3]([O:17][CH2:16]/[C:15](/[CH3:18])=[CH:14]/[C:11]1[CH:12]=[CH:13][C:8]([CH3:7])=[CH:9][CH:10]=1)[CH:2]=[CH2:1]. Reactant: [CH3:1][C:2]([O-])(C)[CH3:3].[K+].[CH3:7][C:8]1[CH:13]=[CH:12][C:11](/[CH:14]=[C:15](\[CH3:18])/[CH2:16][OH:17])=[CH:10][CH:9]=1.C(Br)C=C. The catalyst class is: 807. (6) The catalyst class is: 47. Reactant: C(O)(=O)C(O)=O.[N:7]1[CH:12]=[CH:11][CH:10]=[CH:9][C:8]=1[N:13]([CH2:37][CH2:38][C:39]([O:41][CH2:42][CH3:43])=[O:40])[C:14]([C:16]1[CH:36]=[CH:35][C:19]2[N:20]([CH3:34])[C:21]([CH2:23][NH:24][C:25]3[CH:30]=[CH:29][C:28]([C:31](=[NH:33])[NH2:32])=[CH:27][CH:26]=3)=[N:22][C:18]=2[CH:17]=1)=[O:15].C(=O)([O-])[O-].[K+].[K+].Cl[C:51]([O:53][CH2:54][CH2:55][CH2:56][CH2:57][CH2:58][CH3:59])=[O:52]. Product: [CH3:59][CH2:58][CH2:57][CH2:56][CH2:55][CH2:54][O:53][C:51](/[N:33]=[C:31](\[NH2:32])/[C:28]1[CH:27]=[CH:26][C:25]([NH:24][CH2:23][C:21]2[N:20]([CH3:34])[C:19]3[CH:35]=[CH:36][C:16]([C:14]([N:13]([C:8]4[CH:9]=[CH:10][CH:11]=[CH:12][N:7]=4)[CH2:37][CH2:38][C:39]([O:41][CH2:42][CH3:43])=[O:40])=[O:15])=[CH:17][C:18]=3[N:22]=2)=[CH:30][CH:29]=1)=[O:52]. (7) Reactant: C(OC(=O)[NH:7][C:8]1[CH:13]=[C:12](OCC(F)(F)F)[C:11]([C:20]([F:23])([F:22])[F:21])=[CH:10][C:9]=1[NH:24][C:25](=[O:37])[CH2:26][C:27]([C:29]1[CH:34]=[CH:33][N:32]=[C:31]([C:35]#[N:36])[CH:30]=1)=O)(C)(C)C.[C:39](O)([C:41]([F:44])([F:43])[F:42])=[O:40]. Product: [O:37]=[C:25]1[CH2:26][C:27]([C:29]2[CH:34]=[CH:33][N:32]=[C:31]([C:35]#[N:36])[CH:30]=2)=[N:7][C:8]2[CH:13]=[C:12]([O:40][CH2:39][C:41]([F:44])([F:43])[F:42])[C:11]([C:20]([F:23])([F:22])[F:21])=[CH:10][C:9]=2[NH:24]1. The catalyst class is: 2. (8) Reactant: C([O:3][C:4]([C:6]1[CH:7]=[N:8][C:9]2[C:14]([C:15]=1[NH2:16])=[CH:13][CH:12]=[CH:11][CH:10]=2)=[O:5])C.[OH-].[K+]. Product: [NH2:16][C:15]1[C:14]2[C:9](=[CH:10][CH:11]=[CH:12][CH:13]=2)[N:8]=[CH:7][C:6]=1[C:4]([OH:5])=[O:3]. The catalyst class is: 14. (9) Reactant: [C:1](Cl)(=[O:17])[O:2][CH2:3][C:4]1[CH:9]=[C:8]([O:10][CH3:11])[C:7]([O:12][CH3:13])=[CH:6][C:5]=1[N+:14]([O-:16])=[O:15].[CH2:19]([S:21][S:22][CH2:23][C@H:24]([NH:28][CH3:29])[C:25]([OH:27])=[O:26])[CH3:20].C(=O)([O-])[O-].[Na+].[Na+].[Cl-].[NH4+]. Product: [CH3:13][O:12][C:7]1[C:8]([O:10][CH3:11])=[CH:9][C:4]([CH2:3][O:2][C:1]([N:28]([CH3:29])[C@@H:24]([CH2:23][S:22][S:21][CH2:19][CH3:20])[C:25]([OH:27])=[O:26])=[O:17])=[C:5]([N+:14]([O-:16])=[O:15])[CH:6]=1. The catalyst class is: 38.